From a dataset of Catalyst prediction with 721,799 reactions and 888 catalyst types from USPTO. Predict which catalyst facilitates the given reaction. (1) Reactant: [OH:1][C:2]1[CH:11]=[CH:10][C:5]([C:6]([O:8]C)=[O:7])=[CH:4][CH:3]=1.[OH-].[K+].[CH3:14][CH2:15][CH2:16]Br.O. Product: [CH2:14]([O:1][C:2]1[CH:11]=[CH:10][C:5]([C:6]([OH:8])=[O:7])=[CH:4][CH:3]=1)[CH2:15][CH3:16]. The catalyst class is: 16. (2) Reactant: [CH2:1]([O:3][C:4]([N:6]1[CH2:11][CH2:10][N:9]([C:12](=[O:26])[CH2:13][N:14](C(OCC2C=CC=CC=2)=O)[CH3:15])[CH2:8][CH2:7]1)=[O:5])[CH3:2]. Product: [CH2:1]([O:3][C:4]([N:6]1[CH2:11][CH2:10][N:9]([C:12](=[O:26])[CH2:13][NH:14][CH3:15])[CH2:8][CH2:7]1)=[O:5])[CH3:2]. The catalyst class is: 29. (3) Reactant: [Cl-].[Al+3].[Cl-].[Cl-].[H-].[Al+3].[Li+].[H-].[H-].[H-].[Br:11][C:12]1[CH:21]=[C:20]2[C:15]([C:16](=O)[CH:17]=[C:18]([C:22]3[CH:27]=[CH:26][CH:25]=[CH:24][CH:23]=3)[O:19]2)=[CH:14][CH:13]=1.C(OCC)(=O)C. Product: [Br:11][C:12]1[CH:21]=[C:20]2[C:15]([CH2:16][CH:17]=[C:18]([C:22]3[CH:23]=[CH:24][CH:25]=[CH:26][CH:27]=3)[O:19]2)=[CH:14][CH:13]=1. The catalyst class is: 1. (4) Reactant: [H-].[Na+].[N:3]1([CH2:8][CH2:9][CH2:10][CH2:11][C:12]2[CH:17]=[CH:16][C:15]([OH:18])=[CH:14][CH:13]=2)[CH:7]=[CH:6][N:5]=[CH:4]1.Cl[CH2:20][C:21]1[N:22]=[C:23]([CH:26]=[CH:27][C:28]2[CH:33]=[CH:32][C:31]([S:34]([C:36]([F:39])([F:38])[F:37])=[O:35])=[CH:30][CH:29]=2)[O:24][CH:25]=1.O. Product: [N:3]1([CH2:8][CH2:9][CH2:10][CH2:11][C:12]2[CH:13]=[CH:14][C:15]([O:18][CH2:20][C:21]3[N:22]=[C:23]([CH:26]=[CH:27][C:28]4[CH:29]=[CH:30][C:31]([S:34]([C:36]([F:39])([F:37])[F:38])=[O:35])=[CH:32][CH:33]=4)[O:24][CH:25]=3)=[CH:16][CH:17]=2)[CH:7]=[CH:6][N:5]=[CH:4]1. The catalyst class is: 3.